From a dataset of Forward reaction prediction with 1.9M reactions from USPTO patents (1976-2016). Predict the product of the given reaction. (1) Given the reactants [N+:1]([C:4]1[CH:5]=[C:6]([C:11]2[O:12][C:13]3[C:19]([Cl:20])=[CH:18][C:17]([Cl:21])=[CH:16][C:14]=3[N:15]=2)[C:7](F)=[CH:8][CH:9]=1)([O-:3])=[O:2].[CH2:22]([NH2:25])[CH2:23][CH3:24], predict the reaction product. The product is: [N+:1]([C:4]1[CH:5]=[C:6]([C:11]2[O:12][C:13]3[C:19]([Cl:20])=[CH:18][C:17]([Cl:21])=[CH:16][C:14]=3[N:15]=2)[C:7]([NH:25][CH2:22][CH2:23][CH3:24])=[CH:8][CH:9]=1)([O-:3])=[O:2]. (2) Given the reactants [Si]([O:8][C@@H:9]([CH3:42])[C@@H:10]([NH:31][C:32]1[CH:39]=[CH:38][C:35]([C:36]#[N:37])=[C:34]([Cl:40])[C:33]=1[CH3:41])[C:11]1[O:12][C:13]([C:16]2[CH:21]=[CH:20][C:19]([F:22])=[C:18]([O:23][Si](C(C)(C)C)(C)C)[CH:17]=2)=[N:14][N:15]=1)(C(C)(C)C)(C)C.CCCC[N+](CCCC)(CCCC)CCCC.[F-].[NH4+].[Cl-], predict the reaction product. The product is: [Cl:40][C:34]1[C:33]([CH3:41])=[C:32]([NH:31][C@@H:10]([C:11]2[O:12][C:13]([C:16]3[CH:21]=[CH:20][C:19]([F:22])=[C:18]([OH:23])[CH:17]=3)=[N:14][N:15]=2)[C@@H:9]([OH:8])[CH3:42])[CH:39]=[CH:38][C:35]=1[C:36]#[N:37].